Dataset: Experimentally validated miRNA-target interactions with 360,000+ pairs, plus equal number of negative samples. Task: Binary Classification. Given a miRNA mature sequence and a target amino acid sequence, predict their likelihood of interaction. (1) The miRNA is hsa-miR-548al with sequence AACGGCAAUGACUUUUGUACCA. The protein sequence of the target gene is MADDAGAAGGPGGPGGPGMGNRGGFRGGFGSGIRGRGRGRGRGRGRGRGARGGKAEDKEWMPVTKLGRLVKDMKIKSLEEIYLFSLPIKESEIIDFFLGASLKDEVLKIMPVQKQTRAGQRTRFKAFVAIGDYNGHVGLGVKCSKEVATAIRGAIILAKLSIVPVRRGYWGNKIGKPHTVPCKVTGRCGSVLVRLIPAPRGTGIVSAPVPKKLLMMAGIDDCYTSARGCTATLGNFAKATFDAISKTYSYLTPDLWKETVFTKSPYQEFTDHLVKTHTRVSVQRTQAPAVATT. Result: 0 (no interaction). (2) The miRNA is hsa-miR-130b-3p with sequence CAGUGCAAUGAUGAAAGGGCAU. The protein sequence of the target gene is MAAATLRTPTQGTVTFEDVAVHFSWEEWGLLDEAQRCLYRDVMLENLALLTSLDVHHQKQHLGEKHFRSNVGRALFVKTCTFHVSGEPSTCREVGKDFLAKLGFLHQQAAHTGEQSNSKSDGGAISHRGKTHYNCGEHTKAFSGKHTLVQQQRTLTTERCYICSECGKSFSKSYSLNDHWRLHTGEKPYECRECGKSFRQSSSLIQHRRVHTAVRPHECDECGKLFSNKSNLIKHRRVHTGERPYECSECGKSFSQRSALLQHRGVHTGERPYECSECGKFFTYHSSLIKHQKVHSGSRP.... Result: 1 (interaction). (3) The miRNA is mmu-miR-466b-5p with sequence UGAUGUGUGUGUACAUGUACAU. The protein sequence of the target gene is MAGRGFSWGPGHLNEDNARFLLLAALIVLYLLGGAAVFSALELAHERQAKQRWEERLANFSRGHNLSRDELRGFLRHYEEATRAGIRVDNVRPRWDFTGAFYFVGTVVSTIGFGMTTPATVGGKIFLIFYGLVGCSSTILFFNLFLERLITIIAYIMKSCHQRQLRRRGALPQESLKDAGQCEVDSLAGWKPSVYYVMLILCTASILISCCASAMYTPIEGWSYFDSLYFCFVAFSTIGFGDLVSSQNAHYESQGLYRFANFVFILMGVCCIYSLFNVISILIKQSLNWILRKMDSGCCP.... Result: 0 (no interaction).